Dataset: Full USPTO retrosynthesis dataset with 1.9M reactions from patents (1976-2016). Task: Predict the reactants needed to synthesize the given product. (1) Given the product [CH3:26][N:27]([CH3:32])[CH2:28][C:29]([N:23]1[CH2:24][CH2:25][CH:20]([NH:19][C:16]2[N:17]=[CH:18][C:13]3[N:12]=[N:11][N:10]([C:7]4[CH:8]=[CH:9][C:4]([O:3][CH3:2])=[CH:5][CH:6]=4)[C:14]=3[N:15]=2)[CH2:21][CH2:22]1)=[O:30], predict the reactants needed to synthesize it. The reactants are: Cl.[CH3:2][O:3][C:4]1[CH:9]=[CH:8][C:7]([N:10]2[C:14]3[N:15]=[C:16]([NH:19][CH:20]4[CH2:25][CH2:24][NH:23][CH2:22][CH2:21]4)[N:17]=[CH:18][C:13]=3[N:12]=[N:11]2)=[CH:6][CH:5]=1.[CH3:26][N:27]([CH3:32])[CH2:28][C:29](O)=[O:30].F[B-](F)(F)F.N1(OC(N(C)C)=[N+](C)C)C2C=CC=CC=2N=N1.O.ON1C2C=CC=CC=2N=N1.CN1CCOCC1. (2) The reactants are: [OH:1][C:2]1[CH:7]=[CH:6][C:5]([C@@H:8]([C:15]#[C:16][CH3:17])[CH2:9][C:10]([O:12][CH2:13][CH3:14])=[O:11])=[CH:4][CH:3]=1.[Br:18][CH2:19][C:20]1[CH:25]=[CH:24][C:23]([CH2:26]Br)=[CH:22][CH:21]=1.C([O-])([O-])=O.[Cs+].[Cs+]. Given the product [Br:18][CH2:19][C:20]1[CH:25]=[CH:24][C:23]([CH2:26][O:1][C:2]2[CH:3]=[CH:4][C:5]([C@@H:8]([C:15]#[C:16][CH3:17])[CH2:9][C:10]([O:12][CH2:13][CH3:14])=[O:11])=[CH:6][CH:7]=2)=[CH:22][CH:21]=1, predict the reactants needed to synthesize it. (3) Given the product [C:1]([O:5][C:6]([NH:8][CH:9]1[CH2:10][N:11]([C:14]2[S:15][C:16]([C:21]([O:23][CH3:24])=[O:22])=[C:17]([CH2:19][CH3:20])[N:18]=2)[CH2:12]1)=[O:7])([CH3:4])([CH3:2])[CH3:3], predict the reactants needed to synthesize it. The reactants are: [C:1]([O:5][C:6]([NH:8][CH:9]1[CH2:12][NH:11][CH2:10]1)=[O:7])([CH3:4])([CH3:3])[CH3:2].Br[C:14]1[S:15][C:16]([C:21]([O:23][CH3:24])=[O:22])=[C:17]([CH2:19][CH3:20])[N:18]=1.C(N(C(C)C)CC)(C)C.